Dataset: Peptide-MHC class I binding affinity with 185,985 pairs from IEDB/IMGT. Task: Regression. Given a peptide amino acid sequence and an MHC pseudo amino acid sequence, predict their binding affinity value. This is MHC class I binding data. The peptide sequence is EYPSLKIY. The MHC is Mamu-A01 with pseudo-sequence Mamu-A01. The binding affinity (normalized) is 0.